Regression. Given two drug SMILES strings and cell line genomic features, predict the synergy score measuring deviation from expected non-interaction effect. From a dataset of NCI-60 drug combinations with 297,098 pairs across 59 cell lines. (1) Drug 2: C1=NC(=NC(=O)N1C2C(C(C(O2)CO)O)O)N. Synergy scores: CSS=5.87, Synergy_ZIP=0.556, Synergy_Bliss=3.29, Synergy_Loewe=-1.00, Synergy_HSA=-0.228. Drug 1: CCCS(=O)(=O)NC1=C(C(=C(C=C1)F)C(=O)C2=CNC3=C2C=C(C=N3)C4=CC=C(C=C4)Cl)F. Cell line: A549. (2) Drug 1: C(=O)(N)NO. Drug 2: CC(C)NC(=O)C1=CC=C(C=C1)CNNC.Cl. Cell line: SK-OV-3. Synergy scores: CSS=1.53, Synergy_ZIP=1.01, Synergy_Bliss=1.13, Synergy_Loewe=1.23, Synergy_HSA=0.182. (3) Drug 1: C1CCC(CC1)NC(=O)N(CCCl)N=O. Drug 2: C1=CC(=CC=C1C#N)C(C2=CC=C(C=C2)C#N)N3C=NC=N3. Cell line: HL-60(TB). Synergy scores: CSS=35.3, Synergy_ZIP=4.95, Synergy_Bliss=1.56, Synergy_Loewe=-2.85, Synergy_HSA=1.54. (4) Drug 1: CN(C)C1=NC(=NC(=N1)N(C)C)N(C)C. Cell line: K-562. Drug 2: C(CC(=O)O)C(=O)CN.Cl. Synergy scores: CSS=-13.0, Synergy_ZIP=0.450, Synergy_Bliss=-11.4, Synergy_Loewe=-15.4, Synergy_HSA=-15.5.